Dataset: Reaction yield outcomes from USPTO patents with 853,638 reactions. Task: Predict the reaction yield, written as a fraction of the theoretical maximum amount of product (1.0 means a 100% yield; for example, 0.34 means a 34% yield). (1) The reactants are [CH3:1][C:2]1[N:7]=[C:6]2[N:8]=[C:9]([C:11]3[CH:16]=[CH:15][CH:14]=[C:13]([N+:17]([O-:19])=[O:18])[CH:12]=3)[O:10][C:5]2=[CH:4][CH:3]=1.C1C(=O)N([Br:27])C(=O)C1.C(OOC(=O)C1C=CC=CC=1)(=O)C1C=CC=CC=1.[Br-]. The catalyst is C(Cl)(Cl)(Cl)Cl. The product is [Br:27][CH2:1][C:2]1[N:7]=[C:6]2[N:8]=[C:9]([C:11]3[CH:16]=[CH:15][CH:14]=[C:13]([N+:17]([O-:19])=[O:18])[CH:12]=3)[O:10][C:5]2=[CH:4][CH:3]=1. The yield is 1.00. (2) The reactants are [Br:1][C:2]1[CH:3]=[C:4]([CH:8]=[C:9]([Br:23])[C:10]=1[O:11][C:12]1[CH:17]=[C:16]([CH:18]([CH3:20])[CH3:19])[C:15]([OH:21])=[C:14](I)[CH:13]=1)[C:5]([OH:7])=[O:6].[CH2:24]=[CH:25][C:26]1[CH:31]=[CH:30][CH:29]=[CH:28][CH:27]=1.C(N(CC)CC)C. The catalyst is [Cl-].C[N+](C)(C)CC1C=CC=CC=1.C1C=CC(/C=C/C(/C=C/C2C=CC=CC=2)=O)=CC=1.C1C=CC(/C=C/C(/C=C/C2C=CC=CC=2)=O)=CC=1.C1C=CC(/C=C/C(/C=C/C2C=CC=CC=2)=O)=CC=1.[Pd].[Pd].CN(C)C=O. The product is [Br:1][C:2]1[CH:3]=[C:4]([CH:8]=[C:9]([Br:23])[C:10]=1[O:11][C:12]1[CH:13]=[C:14](/[CH:24]=[CH:25]/[C:26]2[CH:31]=[CH:30][CH:29]=[CH:28][CH:27]=2)[C:15]([OH:21])=[C:16]([CH:18]([CH3:20])[CH3:19])[CH:17]=1)[C:5]([OH:7])=[O:6]. The yield is 0.440.